This data is from Forward reaction prediction with 1.9M reactions from USPTO patents (1976-2016). The task is: Predict the product of the given reaction. Given the reactants FC(F)(F)C(O)=O.[CH3:8][NH:9][CH2:10][C:11]1[CH:12]=[C:13]([C:17]2[CH:22]=[CH:21][C:20]([CH2:23][CH:24]3[S:28][C:27](=[O:29])[NH:26][C:25]3=[O:30])=[CH:19][CH:18]=2)[CH:14]=[CH:15][CH:16]=1.[CH2:31]([O:33][C:34]1[CH:42]=[CH:41][C:37]([C:38](Cl)=[O:39])=[CH:36][CH:35]=1)[CH3:32], predict the reaction product. The product is: [O:29]=[C:27]1[NH:26][C:25](=[O:30])[CH:24]([CH2:23][C:20]2[CH:19]=[CH:18][C:17]([C:13]3[CH:14]=[CH:15][CH:16]=[C:11]([CH2:10][N:9]([CH3:8])[C:38](=[O:39])[C:37]4[CH:41]=[CH:42][C:34]([O:33][CH2:31][CH3:32])=[CH:35][CH:36]=4)[CH:12]=3)=[CH:22][CH:21]=2)[S:28]1.